Dataset: Catalyst prediction with 721,799 reactions and 888 catalyst types from USPTO. Task: Predict which catalyst facilitates the given reaction. (1) Reactant: [CH:1]1([Mg]Br)[CH2:3][CH2:2]1.[Cl:6][C:7]1[C:12]([C:13](N(OC)C)=[O:14])=[CH:11][N:10]=[C:9]([Cl:19])[CH:8]=1. Product: [CH:1]1([C:13]([C:12]2[CH:11]=[N:10][C:9]([Cl:19])=[CH:8][C:7]=2[Cl:6])=[O:14])[CH2:3][CH2:2]1. The catalyst class is: 1. (2) Reactant: Cl.[F:2][C:3]1[CH:8]=[CH:7][C:6]([N:9]2[C:17]3[C:12](=[CH:13][C:14]([O:18][C@H:19]([C:23]4[CH:28]=[CH:27][C:26]([S:29][CH3:30])=[CH:25][CH:24]=4)[C@@H:20]([NH2:22])[CH3:21])=[CH:15][CH:16]=3)[CH:11]=[N:10]2)=[CH:5][CH:4]=1.CN(C)C(N(C)C)=N.[F:39][C:40]([F:47])([F:46])[C:41](OCC)=[O:42]. Product: [F:39][C:40]([F:47])([F:46])[C:41]([NH:22][C@@H:20]([CH3:21])[C@H:19]([O:18][C:14]1[CH:13]=[C:12]2[C:17](=[CH:16][CH:15]=1)[N:9]([C:6]1[CH:7]=[CH:8][C:3]([F:2])=[CH:4][CH:5]=1)[N:10]=[CH:11]2)[C:23]1[CH:24]=[CH:25][C:26]([S:29][CH3:30])=[CH:27][CH:28]=1)=[O:42]. The catalyst class is: 5.